From a dataset of Reaction yield outcomes from USPTO patents with 853,638 reactions. Predict the reaction yield, written as a fraction of the theoretical maximum amount of product (1.0 means a 100% yield; for example, 0.34 means a 34% yield). (1) The product is [CH:19]([O:22][C:23]([N:25]1[CH2:30][CH2:29][CH:28]([O:31][C:32]2[C:37]([CH3:38])=[C:36]([NH:1][C:2]3[CH:7]=[CH:6][C:5]([S:8](=[O:10])(=[O:9])[NH:11][CH2:12][CH2:13][O:14][CH:15]([CH3:16])[CH3:17])=[CH:4][C:3]=3[F:18])[N:35]=[CH:34][N:33]=2)[CH2:27][CH2:26]1)=[O:24])([CH3:21])[CH3:20]. The catalyst is O1CCOCC1.C([O-])(=O)C.[Pd+2].C([O-])(=O)C. The reactants are [NH2:1][C:2]1[CH:7]=[CH:6][C:5]([S:8]([NH:11][CH2:12][CH2:13][O:14][CH:15]([CH3:17])[CH3:16])(=[O:10])=[O:9])=[CH:4][C:3]=1[F:18].[CH:19]([O:22][C:23]([N:25]1[CH2:30][CH2:29][CH:28]([O:31][C:32]2[C:37]([CH3:38])=[C:36](Cl)[N:35]=[CH:34][N:33]=2)[CH2:27][CH2:26]1)=[O:24])([CH3:21])[CH3:20].C1(C2C=CC=CC=2)C=CC=CC=1P(C(C)(C)C)C(C)(C)C.CC(C)([O-])C.[Na+]. The yield is 0.220. (2) The reactants are [N+:1]([C:4]1[CH:8]=[N:7][NH:6][C:5]=1[NH2:9])([O-:3])=[O:2].[CH3:10][N:11]([C:21]1[CH:26]=[CH:25][CH:24]=[C:23]([C:27](=O)[CH:28]=[CH:29]N(C)C)[CH:22]=1)[S:12]([C:15]1[CH:20]=[CH:19][CH:18]=[CH:17][CH:16]=1)(=[O:14])=[O:13].C(OCC)(=O)C. The catalyst is C(O)(=O)C. The product is [CH3:10][N:11]([C:21]1[CH:26]=[CH:25][CH:24]=[C:23]([C:27]2[N:6]3[N:7]=[CH:8][C:4]([N+:1]([O-:3])=[O:2])=[C:5]3[N:9]=[CH:29][CH:28]=2)[CH:22]=1)[S:12]([C:15]1[CH:16]=[CH:17][CH:18]=[CH:19][CH:20]=1)(=[O:13])=[O:14]. The yield is 0.430.